Dataset: NCI-60 drug combinations with 297,098 pairs across 59 cell lines. Task: Regression. Given two drug SMILES strings and cell line genomic features, predict the synergy score measuring deviation from expected non-interaction effect. Synergy scores: CSS=18.9, Synergy_ZIP=4.11, Synergy_Bliss=5.56, Synergy_Loewe=-5.05, Synergy_HSA=3.24. Drug 1: CC1=C(C=C(C=C1)NC2=NC=CC(=N2)N(C)C3=CC4=NN(C(=C4C=C3)C)C)S(=O)(=O)N.Cl. Cell line: HT29. Drug 2: C1C(C(OC1N2C=NC(=NC2=O)N)CO)O.